This data is from Catalyst prediction with 721,799 reactions and 888 catalyst types from USPTO. The task is: Predict which catalyst facilitates the given reaction. (1) Reactant: [C:1]([O:5][C:6]([NH:8][C@@H:9]1[CH2:14][CH2:13][C@H:12]([C:15]([OH:17])=O)[CH2:11][CH2:10]1)=[O:7])([CH3:4])([CH3:3])[CH3:2].C(N1C=CN=C1)(N1C=CN=C1)=O.C(=O)=O.[CH:33]([NH2:36])([CH3:35])[CH3:34]. Product: [CH:33]([NH:36][C:15]([C@@H:12]1[CH2:11][CH2:10][C@H:9]([NH:8][C:6](=[O:7])[O:5][C:1]([CH3:2])([CH3:3])[CH3:4])[CH2:14][CH2:13]1)=[O:17])([CH3:35])[CH3:34]. The catalyst class is: 18. (2) Reactant: [F:1][C:2]1[CH:30]=[CH:29][CH:28]=[CH:27][C:3]=1[O:4][C:5]1[C:18](=[O:19])[N:17]([C:20]2[CH:25]=[CH:24][C:23]([F:26])=[CH:22][CH:21]=2)[C:8]2[N:9]=[C:10](S(C)(=O)=O)[N:11]=[CH:12][C:7]=2[CH:6]=1.[CH3:31][S:32]([N:35]1[CH2:40][CH2:39][CH:38]([NH2:41])[CH2:37][CH2:36]1)(=[O:34])=[O:33].C(OCC)(=O)C. Product: [F:1][C:2]1[CH:30]=[CH:29][CH:28]=[CH:27][C:3]=1[O:4][C:5]1[C:18](=[O:19])[N:17]([C:20]2[CH:21]=[CH:22][C:23]([F:26])=[CH:24][CH:25]=2)[C:8]2[N:9]=[C:10]([NH:41][CH:38]3[CH2:39][CH2:40][N:35]([S:32]([CH3:31])(=[O:34])=[O:33])[CH2:36][CH2:37]3)[N:11]=[CH:12][C:7]=2[CH:6]=1. The catalyst class is: 60. (3) Reactant: [CH:1]([C@:3]1([C:8]([O:10][CH3:11])=[O:9])[CH2:7][CH2:6][CH2:5][NH:4]1)=[CH2:2].CCN(C(C)C)C(C)C.[CH3:21][C:22]([O:25][C:26](O[C:26]([O:25][C:22]([CH3:24])([CH3:23])[CH3:21])=[O:27])=[O:27])([CH3:24])[CH3:23].CN(C1C=CN=CC=1)C. The catalyst class is: 2. Product: [CH:1]([C@:3]1([C:8]([O:10][CH3:11])=[O:9])[CH2:7][CH2:6][CH2:5][N:4]1[C:26]([O:25][C:22]([CH3:24])([CH3:23])[CH3:21])=[O:27])=[CH2:2].